Dataset: Forward reaction prediction with 1.9M reactions from USPTO patents (1976-2016). Task: Predict the product of the given reaction. (1) Given the reactants O[CH:2]([C:4]1[CH:5]=[C:6]([NH:18][C:19](=[O:31])[CH2:20][C:21]2[C:30]3[C:25](=[CH:26][CH:27]=[CH:28][CH:29]=3)[CH:24]=[CH:23][CH:22]=2)[N:7](CC2C=CC(OC)=CC=2)[N:8]=1)[CH3:3].C1C[O:35][CH2:34]C1, predict the reaction product. The product is: [OH:35][CH2:34][C@@H:2]([CH3:3])[C:4]1[CH:5]=[C:6]([NH:18][C:19](=[O:31])[CH2:20][C:21]2[C:30]3[C:25](=[CH:26][CH:27]=[CH:28][CH:29]=3)[CH:24]=[CH:23][CH:22]=2)[NH:7][N:8]=1. (2) Given the reactants C(OC([N:8]1[CH2:13][CH:12]([CH3:14])[N:11]([C:15]2[N:20]=[CH:19][CH:18]=[CH:17][N:16]=2)[CH:10]([CH3:21])[CH2:9]1)=O)(C)(C)C.[ClH:22], predict the reaction product. The product is: [ClH:22].[CH3:21][CH:10]1[CH2:9][NH:8][CH2:13][CH:12]([CH3:14])[N:11]1[C:15]1[N:16]=[CH:17][CH:18]=[CH:19][N:20]=1.